Dataset: Reaction yield outcomes from USPTO patents with 853,638 reactions. Task: Predict the reaction yield, written as a fraction of the theoretical maximum amount of product (1.0 means a 100% yield; for example, 0.34 means a 34% yield). (1) The reactants are [C:1]([C:3]1[CH:8]=[CH:7][C:6]([CH:9]([CH3:13])[C:10]([OH:12])=O)=[CH:5][C:4]=1[F:14])#[N:2].C1C=CC2N(O)N=NC=2C=1.C(Cl)CCl.[Cl:29][C:30]1[CH:31]=[C:32]([N:36]2[C:40]([CH2:41][NH2:42])=[CH:39][C:38]([C:43]([F:46])([F:45])[F:44])=[N:37]2)[CH:33]=[CH:34][CH:35]=1. The catalyst is C(#N)C.O. The product is [Cl:29][C:30]1[CH:31]=[C:32]([N:36]2[C:40]([CH2:41][NH:42][C:10](=[O:12])[CH:9]([C:6]3[CH:7]=[CH:8][C:3]([C:1]#[N:2])=[C:4]([F:14])[CH:5]=3)[CH3:13])=[CH:39][C:38]([C:43]([F:44])([F:45])[F:46])=[N:37]2)[CH:33]=[CH:34][CH:35]=1. The yield is 0.850. (2) The reactants are [CH3:1][O:2][C:3]([NH:5][C@H:6]([C:11]([N:13]1[CH2:17][C@@H:16]([CH3:18])[CH2:15][C@H:14]1[C:19]1[NH:20][C:21]([C:24]2[CH:29]=[C:28]3[CH2:30][O:31][C:32]4[CH:59]=[C:58]5[C:35]([CH:36]=[CH:37][C:38]6[N:42]=[C:41]([C@@H:43]7[CH2:47][C@H:46]([CH2:48][O:49][CH3:50])[CH2:45][N:44]7[C:51](OC(C)(C)C)=[O:52])[NH:40][C:39]=65)=[CH:34][C:33]=4[C:27]3=[CH:26][CH:25]=2)=[CH:22][N:23]=1)=[O:12])[C@@H:7]([CH2:9][CH3:10])[CH3:8])=[O:4].[CH3:60][O:61][C:62]([NH:64][C@H:65]([C:69]1[CH:74]=[CH:73][CH:72]=[CH:71][CH:70]=1)C(O)=O)=[O:63].CCOC(C(C#N)=NOC(N1CCOCC1)=[N+](C)C)=O.F[P-](F)(F)(F)(F)F.C(N(C(C)C)CC)(C)C. The catalyst is Cl.CCO. The product is [CH3:1][O:2][C:3]([NH:5][C@@H:6]([C@H:7]([CH3:8])[CH2:9][CH3:10])[C:11]([N:13]1[CH2:17][C@@H:16]([CH3:18])[CH2:15][C@H:14]1[C:19]1[NH:20][C:21]([C:24]2[CH:29]=[C:28]3[CH2:30][O:31][C:32]4[CH:59]=[C:58]5[C:35]([CH:36]=[CH:37][C:38]6[N:42]=[C:41]([C@@H:43]7[CH2:47][C@H:46]([CH2:48][O:49][CH3:50])[CH2:45][N:44]7[C:51](=[O:52])[C@H:65]([NH:64][C:62](=[O:63])[O:61][CH3:60])[C:69]7[CH:74]=[CH:73][CH:72]=[CH:71][CH:70]=7)[NH:40][C:39]=65)=[CH:34][C:33]=4[C:27]3=[CH:26][CH:25]=2)=[CH:22][N:23]=1)=[O:12])=[O:4]. The yield is 0.500. (3) The product is [CH2:2]([O:14][C:13]1[CH:15]=[CH:16][C:8]([CH:7]=[O:6])=[CH:9][C:10]=1[O:11][CH3:12])[C:3]#[C:4][CH3:5]. The reactants are Br[CH2:2][C:3]#[C:4][CH3:5].[O:6]=[CH:7][C:8]1[CH:16]=[CH:15][C:13]([OH:14])=[C:10]([O:11][CH3:12])[CH:9]=1.C(=O)([O-])[O-].[K+].[K+]. The catalyst is CC(C)=O. The yield is 0.950. (4) The reactants are [N:1]1[CH:6]=[CH:5][CH:4]=[CH:3][C:2]=1[C:7]1[C:8](C(O)=O)=[C:9]2[CH2:14][CH2:13][CH2:12][N:10]2[N:11]=1.C(=O)(O)[O-].[Na+].[Br:23]NC(=O)CCC(N)=O. The catalyst is CN(C=O)C.O.C(OCC)(=O)C. The product is [Br:23][C:8]1[C:7]([C:2]2[CH:3]=[CH:4][CH:5]=[CH:6][N:1]=2)=[N:11][N:10]2[CH2:12][CH2:13][CH2:14][C:9]=12. The yield is 0.700. (5) The reactants are [NH2:1][C:2]1[CH:3]=[C:4]([CH:8]=[CH:9][CH:10]=1)[C:5]([OH:7])=[O:6].Cl[C:12]1[N:17]=[C:16]([NH:18][C:19]2[C:27]3[O:26][CH2:25][O:24][C:23]=3[CH:22]=[CH:21][C:20]=2[Cl:28])[CH:15]=[CH:14][N:13]=1.Cl.CCN(C(C)C)C(C)C. The catalyst is CC(N(C)C)=O.O1CCOCC1. The product is [Cl:28][C:20]1[CH:21]=[CH:22][C:23]2[O:24][CH2:25][O:26][C:27]=2[C:19]=1[NH:18][C:16]1[CH:15]=[CH:14][N:13]=[C:12]([NH:1][C:2]2[CH:3]=[C:4]([CH:8]=[CH:9][CH:10]=2)[C:5]([OH:7])=[O:6])[N:17]=1. The yield is 0.800.